From a dataset of Forward reaction prediction with 1.9M reactions from USPTO patents (1976-2016). Predict the product of the given reaction. Given the reactants [Br:1][C:2]1[C:3]([CH3:19])=[N:4][N:5]([CH2:14][CH2:15][CH:16]([OH:18])[CH3:17])[C:6]=1[C:7]1[CH:12]=[CH:11][C:10]([F:13])=[CH:9][CH:8]=1.CC(OI1(OC(C)=O)(OC(C)=O)OC(=O)C2C=CC=CC1=2)=O.C(OCC)(=O)C.O.O.O.O.O.S([O-])([O-])(=O)=S.[Na+].[Na+], predict the reaction product. The product is: [Br:1][C:2]1[C:3]([CH3:19])=[N:4][N:5]([CH2:14][CH2:15][C:16](=[O:18])[CH3:17])[C:6]=1[C:7]1[CH:8]=[CH:9][C:10]([F:13])=[CH:11][CH:12]=1.